This data is from Forward reaction prediction with 1.9M reactions from USPTO patents (1976-2016). The task is: Predict the product of the given reaction. (1) The product is: [CH3:44][O:43][CH2:42][C@H:41]([CH3:45])[O:40][C:38]1[CH:39]=[C:24]([C:16]2[NH:17][C:18]3=[N:19][CH:20]=[CH:21][CH:22]=[C:23]3[N:15]=2)[CH:25]=[C:26]([O:27][C:28]2[CH:29]=[CH:30][C:31]([C:32]([N:1]3[CH2:5][CH2:4][CH2:3][CH2:2]3)=[O:33])=[CH:35][CH:36]=2)[CH:37]=1. Given the reactants [NH:1]1[CH2:5][CH2:4][CH2:3][CH2:2]1.CCN(C(C)C)C(C)C.[N:15]1[C:23]2[C:18](=[N:19][CH:20]=[CH:21][CH:22]=2)[NH:17][C:16]=1[C:24]1[CH:25]=[C:26]([CH:37]=[C:38]([O:40][C@@H:41]([CH3:45])[CH2:42][O:43][CH3:44])[CH:39]=1)[O:27][C:28]1[CH:36]=[CH:35][C:31]([C:32](O)=[O:33])=[CH:30][CH:29]=1.CN(C(ON1N=NC2C=CC=NC1=2)=[N+](C)C)C.F[P-](F)(F)(F)(F)F, predict the reaction product. (2) Given the reactants [OH:1][C@:2]1([C:14]2[S:15][C:16]([C:19]3[CH:24]=[C:23]([NH:25][C:26]4[N:31]=[C:30]([C:32]([F:35])([F:34])[F:33])[CH:29]=[CH:28][N:27]=4)[CH:22]=[C:21]([CH2:36]OS(C)(=O)=O)[CH:20]=3)=[CH:17][N:18]=2)[CH2:7][CH2:6][C@H:5]([C:8]([O:10][CH3:11])=[O:9])[C:4]([CH3:13])([CH3:12])[CH2:3]1.[N-:42]=[N+:43]=[N-:44].[Na+], predict the reaction product. The product is: [N:42]([CH2:36][C:21]1[CH:20]=[C:19]([C:16]2[S:15][C:14]([C@@:2]3([OH:1])[CH2:7][CH2:6][C@H:5]([C:8]([O:10][CH3:11])=[O:9])[C:4]([CH3:12])([CH3:13])[CH2:3]3)=[N:18][CH:17]=2)[CH:24]=[C:23]([NH:25][C:26]2[N:31]=[C:30]([C:32]([F:35])([F:34])[F:33])[CH:29]=[CH:28][N:27]=2)[CH:22]=1)=[N+:43]=[N-:44]. (3) Given the reactants Cl[C:2]1[C:7]([CH2:8][NH:9][C:10](=[O:26])[CH:11]([C:13]2[CH:18]=[CH:17][C:16]([CH2:19][NH:20][S:21]([CH3:24])(=[O:23])=[O:22])=[C:15]([F:25])[CH:14]=2)[CH3:12])=[CH:6][CH:5]=[C:4]([C:27]([F:30])([F:29])[F:28])[N:3]=1.[C:31]1(C)[C:32](CCO)=[CH:33][CH:34]=[CH:35][CH:36]=1.C1(B(CO)CO)C=CC=CC=1.C(=O)([O-])[O-].[Na+].[Na+].O=O, predict the reaction product. The product is: [F:25][C:15]1[CH:14]=[C:13]([CH:11]([CH3:12])[C:10]([NH:9][CH2:8][C:7]2[C:2]([C:31]3[CH:32]=[CH:33][CH:34]=[CH:35][CH:36]=3)=[N:3][C:4]([C:27]([F:30])([F:29])[F:28])=[CH:5][CH:6]=2)=[O:26])[CH:18]=[CH:17][C:16]=1[CH2:19][NH:20][S:21]([CH3:24])(=[O:23])=[O:22].